This data is from Experimentally validated miRNA-target interactions with 360,000+ pairs, plus equal number of negative samples. The task is: Binary Classification. Given a miRNA mature sequence and a target amino acid sequence, predict their likelihood of interaction. (1) The miRNA is hsa-miR-4732-3p with sequence GCCCUGACCUGUCCUGUUCUG. The protein sequence of the target gene is MASPSLPGSDCSQIIDHSHVPEFEVATWIKITLILVYLIIFVMGLLGNSATIRVTQVLQKKGYLQKEVTDHMVSLACSDILVFLIGMPMEFYSIIWNPLTTSSYTLSCKLHTFLFEACSYATLLHVLTLSFERYIAICHPFRYKAVSGPCQVKLLIGFVWVTSALVALPLLFAMGTEYPLVNVPSHRGLTCNRSSTRHHEQPETSNMSICTNLSSRWTVFQSSIFGAFVVYLVVLLSVAFMCWNMMQVLMKSQKGSLAGGTRPPQLRKSESEESRTARRQTIIFLRLIVVTLAVCWMPNQ.... Result: 0 (no interaction). (2) The miRNA is dme-miR-313-3p with sequence UAUUGCACUUUUCACAGCCCGA. The protein sequence of the target gene is MWRGRAGALLRVWGFWPTGVPRRRPLSCDAASQAGSNYPRCWNCGGPWGPGREDRFFCPQCRALQAPDPTRDYFSLMDCNRSFRVDTAKLQHRYQQLQRLVHPDFFSQRSQTEKDFSEKHSTLVNDAYKTLLAPLSRGLYLLKLHGIEIPERTDYEMDRQFLIEIMEINEKLAEAESEAAMKEIESIVKAKQKEFTDNVSSAFEQDDFEEAKEILTKMRYFSNIEEKIKLKKIPL. Result: 0 (no interaction).